This data is from Catalyst prediction with 721,799 reactions and 888 catalyst types from USPTO. The task is: Predict which catalyst facilitates the given reaction. (1) Product: [CH2:6]([O:5][C:3]([C:2]1[C:1](=[O:9])[N:21]([CH3:22])[C:20]2[C:19]([C:24]=1[OH:23])=[CH:18][C:17]([F:16])=[CH:29][CH:28]=2)=[O:4])[CH3:7]. Reactant: [C:1]([O:9]CC)(=O)[CH2:2][C:3]([O:5][CH2:6][CH3:7])=[O:4].[H-].[Na+].[H][H].[F:16][C:17]1[CH:29]=[CH:28][C:20]2[N:21](C)[C:22](=O)[O:23][C:24](=O)[C:19]=2[CH:18]=1.Cl. The catalyst class is: 44. (2) Reactant: C(Cl)CCl.CNC[C:8]1[NH:9][C:10]2[C:15]([C:16]=1[CH3:17])=[CH:14][CH:13]=[CH:12][CH:11]=2.Cl.[NH2:19][C:20]1[N:25]=[CH:24][C:23](/[CH:26]=[CH:27]/C(O)=O)=[CH:22][CH:21]=1.C1C=CC2N(O)N=NC=2C=1.CCN(C(C)C)C(C)C.[CH3:50][N:51]([CH:53]=[O:54])[CH3:52]. Product: [NH2:19][C:20]1[N:25]=[CH:24][C:23]([C:26](=[CH2:27])[C:53]([N:51]([CH3:52])[CH2:50][C:8]2[NH:9][C:10]3[C:15]([C:16]=2[CH3:17])=[CH:14][CH:13]=[CH:12][CH:11]=3)=[O:54])=[CH:22][CH:21]=1. The catalyst class is: 6. (3) Reactant: [CH2:1]([O:3][C:4]1[CH:9]=[C:8]([O:10][CH2:11][C:12]2[CH:17]=[CH:16][C:15]([O:18][CH3:19])=[CH:14][CH:13]=2)[N:7]=[CH:6][C:5]=1[C:20]1[CH:25]=[CH:24][C:23]([CH2:26][C:27](O)=[O:28])=[C:22]([F:30])[CH:21]=1)[CH3:2].[Br:31][C:32]1[CH:37]=[C:36]([C:38]([CH3:44])([CH3:43])[C:39]([F:42])([F:41])[F:40])[N:35]=[CH:34][C:33]=1[NH2:45].C(P1(=O)OP(CCC)(=O)OP(CCC)(=O)O1)CC.CC(=O)OCC. Product: [Br:31][C:32]1[CH:37]=[C:36]([C:38]([CH3:43])([CH3:44])[C:39]([F:40])([F:41])[F:42])[N:35]=[CH:34][C:33]=1[NH:45][C:27](=[O:28])[CH2:26][C:23]1[CH:24]=[CH:25][C:20]([C:5]2[CH:6]=[N:7][C:8]([O:10][CH2:11][C:12]3[CH:17]=[CH:16][C:15]([O:18][CH3:19])=[CH:14][CH:13]=3)=[CH:9][C:4]=2[O:3][CH2:1][CH3:2])=[CH:21][C:22]=1[F:30]. The catalyst class is: 17. (4) Reactant: [CH:1]1([C@@H:4]([C:6]2[CH:11]=[CH:10][CH:9]=[C:8]([C@@H:12]([CH:14]3[CH2:16][CH2:15]3)[CH3:13])[C:7]=2[OH:17])[CH3:5])[CH2:3][CH2:2]1.[OH-].[Na+].Br[CH2:21][Cl:22]. The catalyst class is: 7. Product: [Cl:22][CH2:21][O:17][C:7]1[C:8]([C@H:12]([CH:14]2[CH2:16][CH2:15]2)[CH3:13])=[CH:9][CH:10]=[CH:11][C:6]=1[C@@H:4]([CH:1]1[CH2:2][CH2:3]1)[CH3:5]. (5) Reactant: [NH2:1][CH:2]([C:6]1[CH:11]=[CH:10][C:9]([F:12])=[CH:8][CH:7]=1)[C:3]([OH:5])=[O:4].Cl[C:14](Cl)([O:16]C(=O)OC(Cl)(Cl)Cl)Cl. Product: [F:12][C:9]1[CH:10]=[CH:11][C:6]([CH:2]2[C:3](=[O:5])[O:4][C:14](=[O:16])[NH:1]2)=[CH:7][CH:8]=1. The catalyst class is: 1.